From a dataset of Catalyst prediction with 721,799 reactions and 888 catalyst types from USPTO. Predict which catalyst facilitates the given reaction. (1) Reactant: [CH3:1][O:2][C:3]1[C:4]([OH:20])=[C:5]([C:9]2[N:13]([C:14]3[CH:19]=[CH:18][CH:17]=[CH:16][CH:15]=3)[N:12]=[CH:11][CH:10]=2)[N:6]=[N:7][CH:8]=1.C(=O)([O-])[O-].[Cs+].[Cs+].Br[CH:28]1[CH2:30][CH2:29]1.[I-].[Na+]. Product: [CH:28]1([N:7]2[CH:8]=[C:3]([O:2][CH3:1])[C:4](=[O:20])[C:5]([C:9]3[N:13]([C:14]4[CH:19]=[CH:18][CH:17]=[CH:16][CH:15]=4)[N:12]=[CH:11][CH:10]=3)=[N:6]2)[CH2:30][CH2:29]1. The catalyst class is: 18. (2) Reactant: [Br:1][C:2]1C=CNN=1.O[CH2:8][CH2:9][N:10]1[CH2:14][CH2:13][CH2:12][C:11]1=[O:15].C1C=CC(P(C2C=CC=CC=2)C2C=CC=CC=2)=CC=1.CCO[C:38](/[N:40]=[N:41]/[C:42](OCC)=O)=O. Product: [Br:1][C:2]1[CH:42]=[N:41][N:40]([CH2:8][CH2:9][N:10]2[CH2:14][CH2:13][CH2:12][C:11]2=[O:15])[CH:38]=1. The catalyst class is: 1. (3) Reactant: Br[C:2]1[CH:3]=[C:4]2[C:9](=[CH:10][CH:11]=1)[C:8](=[O:12])[N:7]([CH2:13][C:14]([CH3:25])([CH3:24])[CH2:15][O:16][Si:17]([C:20]([CH3:23])([CH3:22])[CH3:21])([CH3:19])[CH3:18])[CH:6]=[C:5]2[S:26]([N:29]1[CH2:35][CH2:34][CH2:33][N:32]([C:36]([O:38][C:39]([CH3:42])([CH3:41])[CH3:40])=[O:37])[CH2:31][CH2:30]1)(=[O:28])=[O:27].[CH:43]1([NH:46][C:47](=[O:65])[C:48]2[CH:53]=[C:52](B3OC(C)(C)C(C)(C)O3)[C:51]([CH3:63])=[C:50]([F:64])[CH:49]=2)[CH2:45][CH2:44]1.C(=O)([O-])[O-].[K+].[K+]. Product: [Si:17]([O:16][CH2:15][C:14]([CH3:24])([CH3:25])[CH2:13][N:7]1[CH:6]=[C:5]([S:26]([N:29]2[CH2:35][CH2:34][CH2:33][N:32]([C:36]([O:38][C:39]([CH3:42])([CH3:41])[CH3:40])=[O:37])[CH2:31][CH2:30]2)(=[O:28])=[O:27])[C:4]2[C:9](=[CH:10][CH:11]=[C:2]([C:52]3[CH:53]=[C:48]([C:47](=[O:65])[NH:46][CH:43]4[CH2:44][CH2:45]4)[CH:49]=[C:50]([F:64])[C:51]=3[CH3:63])[CH:3]=2)[C:8]1=[O:12])([C:20]([CH3:21])([CH3:23])[CH3:22])([CH3:19])[CH3:18]. The catalyst class is: 3. (4) The catalyst class is: 2. Reactant: C(Cl)(=O)C(Cl)=O.CS(C)=O.[CH3:11][O:12][C:13]1[C:26]2[C:17](=[C:18]3[C:23](=[CH:24][C:25]=2[O:27][CH2:28][CH2:29][O:30][CH3:31])[CH:22]=[CH:21][CH:20]=[N:19]3)[N:16]=[C:15]([CH2:32][OH:33])[CH:14]=1.C(N(CC)CC)C. Product: [CH3:11][O:12][C:13]1[C:26]2[C:17](=[C:18]3[C:23](=[CH:24][C:25]=2[O:27][CH2:28][CH2:29][O:30][CH3:31])[CH:22]=[CH:21][CH:20]=[N:19]3)[N:16]=[C:15]([CH:32]=[O:33])[CH:14]=1. (5) Reactant: [O:1]1[CH:5]=[CH:4][CH:3]=[C:2]1[C:6]1[NH:18][C:9]2=[N:10][CH:11]=[C:12]([S:14]([CH3:17])(=[O:16])=[O:15])[CH:13]=[C:8]2[CH:7]=1.[H-].[Na+].Cl.[N:22]1[CH:27]=[CH:26][CH:25]=[CH:24][C:23]=1[CH2:28]Cl.C(=O)([O-])O.[Na+]. Product: [O:1]1[CH:5]=[CH:4][CH:3]=[C:2]1[C:6]1[N:18]([CH2:28][C:23]2[CH:24]=[CH:25][CH:26]=[CH:27][N:22]=2)[C:9]2=[N:10][CH:11]=[C:12]([S:14]([CH3:17])(=[O:16])=[O:15])[CH:13]=[C:8]2[CH:7]=1. The catalyst class is: 9. (6) Reactant: [F:1][C:2]1[CH:3]=[C:4]([C:8]2[C:12]([C:13]3[N:14]=[CH:15][NH:16][CH:17]=3)=[C:11]([CH3:18])[O:10][N:9]=2)[CH:5]=[CH:6][CH:7]=1.[CH2:19]([O:21][C:22]([C:24]1[CH:25]=[C:26](B(O)O)[CH:27]=[CH:28][CH:29]=1)=[O:23])[CH3:20].C(OCC)(=O)C. Product: [CH2:19]([O:21][C:22](=[O:23])[C:24]1[CH:25]=[CH:26][CH:27]=[C:28]([N:14]2[C:13]([C:12]3[C:8]([C:4]4[CH:5]=[CH:6][CH:7]=[C:2]([F:1])[CH:3]=4)=[N:9][O:10][C:11]=3[CH3:18])=[CH:17][N:16]=[CH:15]2)[CH:29]=1)[CH3:20]. The catalyst class is: 81. (7) Reactant: [C:1]1([C:7]([C:21]2[CH:26]=[CH:25][CH:24]=[CH:23][CH:22]=2)([C:15]2[CH:20]=[CH:19][CH:18]=[CH:17][CH:16]=2)[N:8]2[CH2:13][CH2:12][C:11](=[O:14])[CH2:10][CH2:9]2)[CH:6]=[CH:5][CH:4]=[CH:3][CH:2]=1.N1CCCC1.[CH2:32]([O:34][C:35](=[O:44])[CH2:36][N:37]1[C:41]([CH:42]=O)=[CH:40][N:39]=[CH:38]1)[CH3:33]. Product: [CH2:32]([O:34][C:35]([CH2:36][N:37]1[C:41](/[CH:42]=[C:10]2\[CH2:9][N:8]([C:7]([C:1]3[CH:2]=[CH:3][CH:4]=[CH:5][CH:6]=3)([C:15]3[CH:16]=[CH:17][CH:18]=[CH:19][CH:20]=3)[C:21]3[CH:22]=[CH:23][CH:24]=[CH:25][CH:26]=3)[CH2:13][CH2:12][C:11]\2=[O:14])=[CH:40][N:39]=[CH:38]1)=[O:44])[CH3:33]. The catalyst class is: 48.